Dataset: Reaction yield outcomes from USPTO patents with 853,638 reactions. Task: Predict the reaction yield, written as a fraction of the theoretical maximum amount of product (1.0 means a 100% yield; for example, 0.34 means a 34% yield). (1) The yield is 0.940. The catalyst is CN(C=O)C. The product is [OH:1][C:2]1[CH:3]=[C:4]([CH:9]=[CH:10][CH:11]=1)[O:5][CH2:6][CH2:7][O:8][C:15]1[C:20]([N:21]2[CH2:22][CH2:23][N:24]([C:27]([O:29][C:30]([CH3:33])([CH3:32])[CH3:31])=[O:28])[CH2:25][CH2:26]2)=[N:19][CH:18]=[CH:17][N:16]=1. The reactants are [OH:1][C:2]1[CH:3]=[C:4]([CH:9]=[CH:10][CH:11]=1)[O:5][CH2:6][CH2:7][OH:8].[H-].[Na+].Cl[C:15]1[C:20]([N:21]2[CH2:26][CH2:25][N:24]([C:27]([O:29][C:30]([CH3:33])([CH3:32])[CH3:31])=[O:28])[CH2:23][CH2:22]2)=[N:19][CH:18]=[CH:17][N:16]=1. (2) The product is [C:28]1([O:18][C:15]2[CH:16]=[CH:17][C:12]([CH:10]([CH3:11])[C:9]([O:8][CH3:7])=[O:19])=[CH:13][CH:14]=2)[C:29]2[C:24](=[CH:23][CH:22]=[CH:21][CH:20]=2)[CH:25]=[CH:26][CH:27]=1. The yield is 0.630. The reactants are N1C=CC=CC=1.[CH3:7][O:8][C:9](=[O:19])[CH:10]([C:12]1[CH:17]=[CH:16][C:15]([OH:18])=[CH:14][CH:13]=1)[CH3:11].[C:20]1(B(O)O)[C:29]2[C:24](=[CH:25][CH:26]=[CH:27][CH:28]=2)[CH:23]=[CH:22][CH:21]=1. The catalyst is C(Cl)Cl.CC([O-])=O.CC([O-])=O.[Cu+2]. (3) The reactants are CN(C(ON1N=NC2C=CC=NC1=2)=[N+](C)C)C.F[P-](F)(F)(F)(F)F.[C:25]([O:29][C:30]([NH:32][C:33]1[C:34]([C:43](O)=[O:44])=[CH:35][C:36]2[C:41]([CH:42]=1)=[CH:40][CH:39]=[CH:38][CH:37]=2)=[O:31])([CH3:28])([CH3:27])[CH3:26].Cl.[CH:47]1([C@@:53]([C:56]([O:58][CH3:59])=[O:57])([CH3:55])[NH2:54])[CH2:52][CH2:51][CH2:50][CH2:49][CH2:48]1.C(N(C(C)C)CC)(C)C. The catalyst is CN(C=O)C.CCCCCC.C(OCC)(=O)C. The product is [CH:47]1([C@@:53]([C:56]([O:58][CH3:59])=[O:57])([CH3:55])[NH:54][C:43]([C:34]2[C:33]([NH:32][C:30]([O:29][C:25]([CH3:26])([CH3:28])[CH3:27])=[O:31])=[CH:42][C:41]3[C:36](=[CH:37][CH:38]=[CH:39][CH:40]=3)[CH:35]=2)=[O:44])[CH2:52][CH2:51][CH2:50][CH2:49][CH2:48]1. The yield is 0.720. (4) The reactants are CCN(C(C)C)C(C)C.[NH2:10][C:11]1[CH:12]=[C:13]([C:17]#[C:18][C:19]2[CH:20]=[N:21][C:22]([NH2:25])=[N:23][CH:24]=2)[CH:14]=[N:15][CH:16]=1.[C:26]([C:30]1[CH:34]=[C:33]([C:35](O)=[O:36])[N:32]([CH3:38])[N:31]=1)([CH3:29])([CH3:28])[CH3:27].CN(C(ON1N=NC2C=CC=CC1=2)=[N+](C)C)C.F[P-](F)(F)(F)(F)F.[OH-].[Na+]. The catalyst is CN(C=O)C. The product is [NH2:25][C:22]1[N:21]=[CH:20][C:19]([C:18]#[C:17][C:13]2[CH:12]=[C:11]([NH:10][C:35]([C:33]3[N:32]([CH3:38])[N:31]=[C:30]([C:26]([CH3:29])([CH3:28])[CH3:27])[CH:34]=3)=[O:36])[CH:16]=[N:15][CH:14]=2)=[CH:24][N:23]=1. The yield is 0.320. (5) The reactants are [BH4-].[Na+].C(O)C.[Cl:6][C:7]1[CH:8]=[C:9]([C:15]2[CH:19]=[CH:18][N:17]([CH2:20][C@@H:21]([NH:23][C:24]([C:26]3[N:27]=[C:28]([C:31](OCC)=[O:32])[S:29][CH:30]=3)=[O:25])[CH3:22])[N:16]=2)[CH:10]=[CH:11][C:12]=1[C:13]#[N:14]. The catalyst is O. The product is [Cl:6][C:7]1[CH:8]=[C:9]([C:15]2[CH:19]=[CH:18][N:17]([CH2:20][C@@H:21]([NH:23][C:24]([C:26]3[N:27]=[C:28]([CH2:31][OH:32])[S:29][CH:30]=3)=[O:25])[CH3:22])[N:16]=2)[CH:10]=[CH:11][C:12]=1[C:13]#[N:14]. The yield is 0.586. (6) The reactants are [CH:1]1([N:6]2[C:10]3[N:11]=[C:12]([NH:15][C:16]4[N:21]=[CH:20][C:19]([N:22]5[CH2:27][CH2:26][N:25](C(OC(C)(C)C)=O)[CH2:24][CH2:23]5)=[CH:18][CH:17]=4)[N:13]=[CH:14][C:9]=3[C:8]3[CH:35]=[CH:36][C:37]([O:39][CH3:40])=[N:38][C:7]2=3)[CH2:5][CH2:4][CH2:3][CH2:2]1.FC(F)(F)C(O)=O.C([O-])([O-])=O.[K+].[K+].Cl. The catalyst is ClCCl.O1CCOCC1.C(OCC)C.C(OCC)(=O)C.CO. The product is [CH:1]1([N:6]2[C:10]3[N:11]=[C:12]([NH:15][C:16]4[CH:17]=[CH:18][C:19]([N:22]5[CH2:27][CH2:26][NH:25][CH2:24][CH2:23]5)=[CH:20][N:21]=4)[N:13]=[CH:14][C:9]=3[C:8]3[CH:35]=[CH:36][C:37]([O:39][CH3:40])=[N:38][C:7]2=3)[CH2:2][CH2:3][CH2:4][CH2:5]1. The yield is 0.840. (7) The reactants are N[C:2]1[CH:3]=[CH:4][C:5]([CH2:12][CH3:13])=[C:6]2[C:10]=1[C:9](=[O:11])[NH:8][CH2:7]2.[I-:14].[K+].II.[N+]([O-])(OC(C)(C)C)=O. The catalyst is C(#N)C.[Cu](I)I. The product is [I:14][C:2]1[CH:3]=[CH:4][C:5]([CH2:12][CH3:13])=[C:6]2[C:10]=1[C:9](=[O:11])[NH:8][CH2:7]2. The yield is 0.500. (8) The reactants are [CH3:1][O:2][C:3]1[CH:4]=[C:5]2[C:10](=[CH:11][CH:12]=1)[CH:9]=[C:8]([C@H:13]([CH3:17])[C:14]([OH:16])=[O:15])[CH:7]=[CH:6]2.O[CH2:19][CH2:20][NH:21][C:22](=[O:28])[O:23][C:24]([CH3:27])([CH3:26])[CH3:25].C1(N=C=NC2CCCCC2)CCCCC1. The catalyst is C(Cl)Cl. The product is [CH3:1][O:2][C:3]1[CH:4]=[C:5]2[C:10](=[CH:11][CH:12]=1)[CH:9]=[C:8]([C@H:13]([CH3:17])[C:14]([O:16][CH2:19][CH2:20][NH:21][C:22]([O:23][C:24]([CH3:27])([CH3:26])[CH3:25])=[O:28])=[O:15])[CH:7]=[CH:6]2. The yield is 0.820. (9) The product is [CH3:1][O:2][CH2:3][CH2:4][O:5][CH2:6][O:7][C:8]1[C:13]([C:14]2[CH:19]=[CH:18][CH:17]=[CH:16][CH:15]=2)=[CH:12][C:11]([OH:36])=[CH:10][C:9]=1[C:22]1[CH:23]=[CH:24][CH:25]=[CH:26][CH:27]=1. The reactants are [CH3:1][O:2][CH2:3][CH2:4][O:5][CH2:6][O:7][C:8]1[C:13]([C:14]2[CH:19]=[CH:18][CH:17]=[CH:16][CH:15]=2)=[CH:12][C:11](C=O)=[CH:10][C:9]=1[C:22]1[CH:27]=[CH:26][CH:25]=[CH:24][CH:23]=1.C1C=C(Cl)C=C(C(OO)=[O:36])C=1.[OH-].[K+]. The yield is 0.610. The catalyst is C(Cl)Cl.